From a dataset of Peptide-MHC class I binding affinity with 185,985 pairs from IEDB/IMGT. Regression. Given a peptide amino acid sequence and an MHC pseudo amino acid sequence, predict their binding affinity value. This is MHC class I binding data. (1) The peptide sequence is RLRQLPKKK. The MHC is HLA-A69:01 with pseudo-sequence HLA-A69:01. The binding affinity (normalized) is 0.0847. (2) The peptide sequence is YQGKTVWFV. The MHC is HLA-A02:06 with pseudo-sequence HLA-A02:06. The binding affinity (normalized) is 0.767. (3) The peptide sequence is FRLMRTNFL. The MHC is HLA-B57:01 with pseudo-sequence HLA-B57:01. The binding affinity (normalized) is 0.0847.